From a dataset of Full USPTO retrosynthesis dataset with 1.9M reactions from patents (1976-2016). Predict the reactants needed to synthesize the given product. Given the product [C:49]1([C@H:55]([NH:57][C:28]([C:23]2[CH:24]=[N:25][C:26]3[C:21]([CH:22]=2)=[CH:20][CH:19]=[C:18]([NH:17][C:15]([C:10]2[C:9]([C:6]4[CH:7]=[CH:8][C:3]([C:2]([F:32])([F:31])[F:1])=[CH:4][CH:5]=4)=[CH:14][CH:13]=[CH:12][CH:11]=2)=[O:16])[CH:27]=3)=[O:29])[C:38]2[CH:37]=[CH:36][CH:63]=[CH:40][N:39]=2)[CH:54]=[CH:53][CH:52]=[CH:51][CH:50]=1, predict the reactants needed to synthesize it. The reactants are: [F:1][C:2]([F:32])([F:31])[C:3]1[CH:8]=[CH:7][C:6]([C:9]2[C:10]([C:15]([NH:17][C:18]3[CH:27]=[C:26]4[C:21]([CH:22]=[C:23]([C:28](O)=[O:29])[CH:24]=[N:25]4)=[CH:20][CH:19]=3)=[O:16])=[CH:11][CH:12]=[CH:13][CH:14]=2)=[CH:5][CH:4]=1.Cl.CN(C)[CH2:36][CH2:37][CH2:38][N:39]=[C:40]=NCC.ON1[C:50]2[CH:51]=[CH:52][CH:53]=[CH:54][C:49]=2N=N1.[CH2:55]([N:57](CC)CC)C.Cl[CH2:63]Cl.